This data is from Forward reaction prediction with 1.9M reactions from USPTO patents (1976-2016). The task is: Predict the product of the given reaction. Given the reactants F[C:2]1[CH:7]=[C:6]([F:8])[CH:5]=[CH:4][C:3]=1[C:9]1[N:14]=[CH:13][N:12]=[C:11]([NH:15][C:16]2[CH:21]=[CH:20][CH:19]=[C:18]([CH2:22][S:23]([CH3:26])(=[O:25])=[O:24])[CH:17]=2)[N:10]=1.[F:27][C:28]1[C:35]([F:36])=[C:34]([F:37])[CH:33]=[CH:32][C:29]=1[CH2:30][OH:31], predict the reaction product. The product is: [F:8][C:6]1[CH:5]=[CH:4][C:3]([C:9]2[N:14]=[CH:13][N:12]=[C:11]([NH:15][C:16]3[CH:21]=[CH:20][CH:19]=[C:18]([CH2:22][S:23]([CH3:26])(=[O:25])=[O:24])[CH:17]=3)[N:10]=2)=[C:2]([O:31][CH2:30][C:29]2[CH:32]=[CH:33][C:34]([F:37])=[C:35]([F:36])[C:28]=2[F:27])[CH:7]=1.